Dataset: Reaction yield outcomes from USPTO patents with 853,638 reactions. Task: Predict the reaction yield, written as a fraction of the theoretical maximum amount of product (1.0 means a 100% yield; for example, 0.34 means a 34% yield). (1) The reactants are [Br:1][C:2]1[C:11]([F:12])=[C:10]2[C:5]([C:6]([N:15]3[CH2:20][CH2:19][N:18]([C:21]([O:23][C:24]([CH3:27])([CH3:26])[CH3:25])=[O:22])[CH2:17][CH2:16]3)=[N:7][C:8]([CH2:13]Cl)=[N:9]2)=[CH:4][C:3]=1[Cl:28].[CH3:29][C:30]([O-:32])=[O:31].[Na+]. The yield is 1.00. The catalyst is CS(C)=O. The product is [C:30]([O:32][CH2:13][C:8]1[N:7]=[C:6]([N:15]2[CH2:16][CH2:17][N:18]([C:21]([O:23][C:24]([CH3:25])([CH3:26])[CH3:27])=[O:22])[CH2:19][CH2:20]2)[C:5]2[C:10](=[C:11]([F:12])[C:2]([Br:1])=[C:3]([Cl:28])[CH:4]=2)[N:9]=1)(=[O:31])[CH3:29]. (2) The reactants are C1([C@@H]([N:10]2[CH:14]=[C:13]([C:15]3[C:16]4[CH:23]=[CH:22][N:21]([CH2:24][O:25][CH2:26][CH2:27][Si:28]([CH3:31])([CH3:30])[CH3:29])[C:17]=4[N:18]=[CH:19][N:20]=3)[CH:12]=[N:11]2)CC#N)CCCC1.C(#N)C.CC(C)([O-])C.[K+].C1COCC1. The catalyst is C(OCC)(=O)C.[Cl-].[NH4+]. The product is [NH:10]1[CH:14]=[C:13]([C:15]2[C:16]3[CH:23]=[CH:22][N:21]([CH2:24][O:25][CH2:26][CH2:27][Si:28]([CH3:31])([CH3:30])[CH3:29])[C:17]=3[N:18]=[CH:19][N:20]=2)[CH:12]=[N:11]1. The yield is 0.880.